This data is from NCI-60 drug combinations with 297,098 pairs across 59 cell lines. The task is: Regression. Given two drug SMILES strings and cell line genomic features, predict the synergy score measuring deviation from expected non-interaction effect. (1) Drug 1: C1=CC(=CC=C1CC(C(=O)O)N)N(CCCl)CCCl.Cl. Drug 2: CNC(=O)C1=NC=CC(=C1)OC2=CC=C(C=C2)NC(=O)NC3=CC(=C(C=C3)Cl)C(F)(F)F. Cell line: MALME-3M. Synergy scores: CSS=27.2, Synergy_ZIP=-6.05, Synergy_Bliss=1.02, Synergy_Loewe=-4.33, Synergy_HSA=-0.871. (2) Synergy scores: CSS=-5.50, Synergy_ZIP=1.24, Synergy_Bliss=-1.53, Synergy_Loewe=-4.75, Synergy_HSA=-5.36. Drug 1: CC(C)(C#N)C1=CC(=CC(=C1)CN2C=NC=N2)C(C)(C)C#N. Cell line: IGROV1. Drug 2: C#CCC(CC1=CN=C2C(=N1)C(=NC(=N2)N)N)C3=CC=C(C=C3)C(=O)NC(CCC(=O)O)C(=O)O. (3) Drug 1: CN(CC1=CN=C2C(=N1)C(=NC(=N2)N)N)C3=CC=C(C=C3)C(=O)NC(CCC(=O)O)C(=O)O. Drug 2: CN1C(=O)N2C=NC(=C2N=N1)C(=O)N. Cell line: NCI-H522. Synergy scores: CSS=14.2, Synergy_ZIP=3.00, Synergy_Bliss=1.95, Synergy_Loewe=-25.6, Synergy_HSA=-4.42. (4) Synergy scores: CSS=37.6, Synergy_ZIP=-5.02, Synergy_Bliss=-3.32, Synergy_Loewe=-22.5, Synergy_HSA=-2.53. Cell line: MCF7. Drug 2: CCC1(CC2CC(C3=C(CCN(C2)C1)C4=CC=CC=C4N3)(C5=C(C=C6C(=C5)C78CCN9C7C(C=CC9)(C(C(C8N6C=O)(C(=O)OC)O)OC(=O)C)CC)OC)C(=O)OC)O.OS(=O)(=O)O. Drug 1: C1=CC(=CC=C1CCCC(=O)O)N(CCCl)CCCl. (5) Drug 1: CC(C1=C(C=CC(=C1Cl)F)Cl)OC2=C(N=CC(=C2)C3=CN(N=C3)C4CCNCC4)N. Drug 2: C1=NC2=C(N=C(N=C2N1C3C(C(C(O3)CO)O)O)F)N. Cell line: HOP-62. Synergy scores: CSS=13.4, Synergy_ZIP=-4.62, Synergy_Bliss=-7.37, Synergy_Loewe=-8.08, Synergy_HSA=-8.91. (6) Drug 1: CCCS(=O)(=O)NC1=C(C(=C(C=C1)F)C(=O)C2=CNC3=C2C=C(C=N3)C4=CC=C(C=C4)Cl)F. Drug 2: C1CCC(CC1)NC(=O)N(CCCl)N=O. Cell line: SK-MEL-2. Synergy scores: CSS=28.4, Synergy_ZIP=7.17, Synergy_Bliss=10.1, Synergy_Loewe=6.44, Synergy_HSA=6.80. (7) Drug 2: N.N.Cl[Pt+2]Cl. Cell line: PC-3. Drug 1: C#CCC(CC1=CN=C2C(=N1)C(=NC(=N2)N)N)C3=CC=C(C=C3)C(=O)NC(CCC(=O)O)C(=O)O. Synergy scores: CSS=64.0, Synergy_ZIP=-3.30, Synergy_Bliss=-4.96, Synergy_Loewe=-3.16, Synergy_HSA=-2.02. (8) Drug 1: CS(=O)(=O)C1=CC(=C(C=C1)C(=O)NC2=CC(=C(C=C2)Cl)C3=CC=CC=N3)Cl. Drug 2: B(C(CC(C)C)NC(=O)C(CC1=CC=CC=C1)NC(=O)C2=NC=CN=C2)(O)O. Cell line: NCI-H460. Synergy scores: CSS=3.51, Synergy_ZIP=-2.24, Synergy_Bliss=-3.27, Synergy_Loewe=-4.36, Synergy_HSA=-2.54. (9) Drug 1: C1C(C(OC1N2C=C(C(=O)NC2=O)F)CO)O. Drug 2: CC1=C2C(C(=O)C3(C(CC4C(C3C(C(C2(C)C)(CC1OC(=O)C(C(C5=CC=CC=C5)NC(=O)OC(C)(C)C)O)O)OC(=O)C6=CC=CC=C6)(CO4)OC(=O)C)O)C)O. Cell line: NCI/ADR-RES. Synergy scores: CSS=15.5, Synergy_ZIP=-1.68, Synergy_Bliss=-0.503, Synergy_Loewe=0.366, Synergy_HSA=0.859. (10) Drug 1: C1=CC(=CC=C1CCC2=CNC3=C2C(=O)NC(=N3)N)C(=O)NC(CCC(=O)O)C(=O)O. Drug 2: C1CCC(C(C1)N)N.C(=O)(C(=O)[O-])[O-].[Pt+4]. Cell line: KM12. Synergy scores: CSS=18.4, Synergy_ZIP=1.53, Synergy_Bliss=-1.83, Synergy_Loewe=1.91, Synergy_HSA=2.03.